Dataset: Reaction yield outcomes from USPTO patents with 853,638 reactions. Task: Predict the reaction yield, written as a fraction of the theoretical maximum amount of product (1.0 means a 100% yield; for example, 0.34 means a 34% yield). The yield is 0.130. The product is [F:1][C:2]1[CH:7]=[CH:6][C:5]([C:8]2[O:9][CH:10]=[C:11]([C:13]3([CH2:20][NH:21][C:34](=[O:35])[CH2:33][CH2:32][CH2:31][C:29]4[S:30][C:26]([C:24](=[O:25])[C:23]([F:37])([F:38])[F:22])=[CH:27][CH:28]=4)[CH2:14][CH2:15][N:16]([CH3:19])[CH2:17][CH2:18]3)[N:12]=2)=[CH:4][CH:3]=1. The reactants are [F:1][C:2]1[CH:7]=[CH:6][C:5]([C:8]2[O:9][CH:10]=[C:11]([C:13]3([CH2:20][NH2:21])[CH2:18][CH2:17][N:16]([CH3:19])[CH2:15][CH2:14]3)[N:12]=2)=[CH:4][CH:3]=1.[F:22][C:23]([F:38])([F:37])[C:24]([C:26]1[S:30][C:29]([CH2:31][CH2:32][CH2:33][C:34](O)=[O:35])=[CH:28][CH:27]=1)=[O:25]. No catalyst specified.